This data is from Full USPTO retrosynthesis dataset with 1.9M reactions from patents (1976-2016). The task is: Predict the reactants needed to synthesize the given product. (1) Given the product [CH3:5][O:4][C:2](=[O:3])[C:6]1[CH:7]=[CH:8][C:9](/[CH:10]=[CH:55]/[CH:54]([C:53]2[N:45]([C:42]3[CH:43]=[CH:44][C:39]([Cl:38])=[CH:40][CH:41]=3)[N:46]=[C:47]3[C:52]=2[CH2:51][CH2:50][CH2:49][CH2:48]3)[CH:57]2[CH2:62][CH2:61][CH2:60][CH2:59][CH2:58]2)=[CH:30][CH:31]=1, predict the reactants needed to synthesize it. The reactants are: [Br-].[C:2]([C:6]1[CH:31]=[CH:30][C:9]([CH2:10][P+](C2C=CC=CC=2)(C2C=CC=CC=2)C2C=CC=CC=2)=[CH:8][CH:7]=1)([O:4][CH3:5])=[O:3].CC(C)([O-])C.[K+].[Cl:38][C:39]1[CH:44]=[CH:43][C:42]([N:45]2[C:53]([CH:54]([CH:57]3[CH2:62][CH2:61][CH2:60][CH2:59][CH2:58]3)[CH:55]=O)=[C:52]3[C:47]([CH2:48][CH2:49][CH2:50][CH2:51]3)=[N:46]2)=[CH:41][CH:40]=1.C(O)(=O)CC(CC(O)=O)(C(O)=O)O. (2) Given the product [CH2:14]([N:11]1[C:6]2=[N:7][C:8]([CH2:9][CH3:10])=[C:3]([CH2:2][NH:1][C:36](=[O:37])[C:35]3[CH:34]=[CH:33][C:32]([CH2:31][CH2:30][CH2:29][CH2:28][CH2:27][CH2:26][CH2:25][CH2:24][OH:23])=[CH:40][CH:39]=3)[C:4]([NH:16][CH:17]3[CH2:18][CH2:19][O:20][CH2:21][CH2:22]3)=[C:5]2[CH:13]=[N:12]1)[CH3:15], predict the reactants needed to synthesize it. The reactants are: [NH2:1][CH2:2][C:3]1[C:8]([CH2:9][CH3:10])=[N:7][C:6]2[N:11]([CH2:14][CH3:15])[N:12]=[CH:13][C:5]=2[C:4]=1[NH:16][CH:17]1[CH2:22][CH2:21][O:20][CH2:19][CH2:18]1.[OH:23][CH2:24][CH2:25][CH2:26][CH2:27][CH2:28][CH2:29][CH2:30][CH2:31][C:32]1[CH:40]=[CH:39][C:35]([C:36](O)=[O:37])=[CH:34][CH:33]=1.F[P-](F)(F)(F)(F)F.N1(O[P+](N2CCCC2)(N2CCCC2)N2CCCC2)C2C=CC=CC=2N=N1.C(N(CC)C(C)C)(C)C. (3) Given the product [Br:1][C:2]1[CH:7]=[CH:6][C:5]([C@:8]([NH:17][C@H:18]([C:23]([NH:26][C@H:27]([C:36](=[O:38])[NH2:37])[CH2:28][C:29]([O:31][C:32]([CH3:35])([CH3:33])[CH3:34])=[O:30])=[O:25])[CH2:19][CH:20]([CH3:22])[CH3:21])([C:13]([F:16])([F:15])[F:14])[C:9]#[C:10][CH2:11][OH:12])=[CH:4][CH:3]=1, predict the reactants needed to synthesize it. The reactants are: [Br:1][C:2]1[CH:7]=[CH:6][C:5]([C@:8]([NH:17][C@H:18]([C:23]([OH:25])=O)[CH2:19][CH:20]([CH3:22])[CH3:21])([C:13]([F:16])([F:15])[F:14])[C:9]#[C:10][CH2:11][OH:12])=[CH:4][CH:3]=1.[NH2:26][C@H:27]([C:36](=[O:38])[NH2:37])[CH2:28][C:29]([O:31][C:32]([CH3:35])([CH3:34])[CH3:33])=[O:30]. (4) The reactants are: COC1C=CC(C[N:8]2[N:14]=[C:13]([N:15]3[CH2:20][CH2:19][C:18]4[N:21]=[C:22]([C:24]5[CH:29]=[CH:28][CH:27]=[CH:26][CH:25]=5)[O:23][C:17]=4[CH2:16]3)[CH:12]3[CH:10]([CH2:11]3)[C:9]2=[O:30])=CC=1.C1(OC)C(=CC=CC=1)OC.C(O)(C(F)(F)F)=O.C(=O)([O-])[O-].[Na+].[Na+]. Given the product [C:24]1([C:22]2[O:23][C:17]3[CH2:16][N:15]([C:13]4[CH:12]5[CH:10]([CH2:11]5)[C:9](=[O:30])[NH:8][N:14]=4)[CH2:20][CH2:19][C:18]=3[N:21]=2)[CH:25]=[CH:26][CH:27]=[CH:28][CH:29]=1, predict the reactants needed to synthesize it. (5) Given the product [Cl:1][C:2]1[C:7]([C:8]([NH2:10])=[O:9])=[C:6]([OH:11])[C:5]([NH:12][C:13]2[C:16](=[O:17])[C:15](=[O:18])[C:14]=2[NH:23][C:22]2[CH:24]=[CH:25][CH:26]=[CH:27][C:21]=2[Br:20])=[CH:4][CH:3]=1, predict the reactants needed to synthesize it. The reactants are: [Cl:1][C:2]1[C:7]([C:8]([NH2:10])=[O:9])=[C:6]([OH:11])[C:5]([NH:12][C:13]2[C:16](=[O:17])[C:15](=[O:18])[C:14]=2Cl)=[CH:4][CH:3]=1.[Br:20][C:21]1[CH:27]=[CH:26][CH:25]=[CH:24][C:22]=1[NH2:23]. (6) Given the product [F:14][C:15]1[CH:22]=[CH:21][C:18]([CH2:19][N:1]2[C:11]3[C:6](=[CH:7][CH:8]=[CH:9][CH:10]=3)[C:4](=[CH:4][C:6]3[CH:11]=[CH:10][CH:9]=[CH:8][CH:7]=3)[C:2]2=[O:3])=[CH:17][CH:16]=1, predict the reactants needed to synthesize it. The reactants are: [NH:1]1[C:11]2[C:6](=[CH:7][CH:8]=[CH:9][CH:10]=2)[C:4](=O)[C:2]1=[O:3].[H-].[K+].[F:14][C:15]1[CH:22]=[CH:21][C:18]([CH2:19]Br)=[CH:17][CH:16]=1. (7) Given the product [NH2:1][C:2]1[N:7]=[C:6]([N:8]2[C@H:13]([CH3:14])[CH2:12][CH2:11][C@H:10]([C:15]([NH:67][CH:64]3[CH2:65][CH2:66][CH:61]([CH3:60])[CH2:62][CH2:63]3)=[O:16])[CH2:9]2)[CH:5]=[C:4]([C:18]2[CH:23]=[CH:22][C:21]([C:24]#[N:25])=[C:20]([F:26])[CH:19]=2)[N:3]=1, predict the reactants needed to synthesize it. The reactants are: [NH2:1][C:2]1[N:7]=[C:6]([N:8]2[C@H:13]([CH3:14])[CH2:12][CH2:11][C@H:10]([C:15](O)=[O:16])[CH2:9]2)[CH:5]=[C:4]([C:18]2[CH:23]=[CH:22][C:21]([C:24]#[N:25])=[C:20]([F:26])[CH:19]=2)[N:3]=1.CN(C(ON1N=NC2C=CC=NC1=2)=[N+](C)C)C.F[P-](F)(F)(F)(F)F.CCN(C(C)C)C(C)C.[CH3:60][CH:61]1[CH2:66][CH2:65][CH:64]([NH2:67])[CH2:63][CH2:62]1.